From a dataset of Peptide-MHC class I binding affinity with 185,985 pairs from IEDB/IMGT. Regression. Given a peptide amino acid sequence and an MHC pseudo amino acid sequence, predict their binding affinity value. This is MHC class I binding data. (1) The peptide sequence is ERPIFPHPSKPTFLP. The MHC is HLA-A26:01 with pseudo-sequence HLA-A26:01. The binding affinity (normalized) is 0.00591. (2) The peptide sequence is SLWAWVLLF. The MHC is HLA-B15:01 with pseudo-sequence HLA-B15:01. The binding affinity (normalized) is 0.0847.